From a dataset of Reaction yield outcomes from USPTO patents with 853,638 reactions. Predict the reaction yield, written as a fraction of the theoretical maximum amount of product (1.0 means a 100% yield; for example, 0.34 means a 34% yield). (1) The reactants are Br[C:2]1[C:18]([O:19][CH2:20][C@@H:21]([NH:26]C(=O)OC(C)(C)C)[CH2:22][CH:23]([CH3:25])[CH3:24])=[CH:17][C:5]2[N:6]([CH3:16])[C:7](=[O:15])[C:8]3[C:13]([C:4]=2[CH:3]=1)=[CH:12][C:11]([CH3:14])=[N:10][CH:9]=3.Cl.O1CCOCC1. The catalyst is CO. The product is [NH2:26][C@@H:21]([CH2:22][CH:23]([CH3:25])[CH3:24])[CH2:20][O:19][C:18]1[CH:2]=[CH:3][C:4]2[C:13]3[C:8](=[CH:9][N:10]=[C:11]([CH3:14])[CH:12]=3)[C:7](=[O:15])[N:6]([CH3:16])[C:5]=2[CH:17]=1. The yield is 0.240. (2) The reactants are [NH2:1][C:2]1[CH:7]=[CH:6][CH:5]=[CH:4][N:3]=1.C(N(CC)CC)C.[F:15][C:16]([F:21])([F:20])[C:17](O)=[O:18].O. The catalyst is ClCCl. The product is [F:15][C:16]([F:21])([F:20])[C:17]([N:1]=[C:2]1[CH:7]=[CH:6][CH:5]=[CH:4][NH:3]1)=[O:18]. The yield is 0.710.